From a dataset of Catalyst prediction with 721,799 reactions and 888 catalyst types from USPTO. Predict which catalyst facilitates the given reaction. (1) Reactant: C(N(CC)CC)C.[CH3:8][C@:9]12[C:15]([CH3:17])([CH3:16])[C@H:12]([CH2:13][CH2:14]1)[CH:11]([C:18](Cl)=[O:19])[C:10]2=[O:21].[C:22]([O:26][C:27]([NH:29][NH:30][C:31]1[CH:36]=[CH:35][CH:34]=[CH:33][C:32]=1[Cl:37])=[O:28])([CH3:25])([CH3:24])[CH3:23].O. Product: [C:22]([O:26][C:27]([NH:29][N:30]([C:31]1[CH:36]=[CH:35][CH:34]=[CH:33][C:32]=1[Cl:37])[C:18]([CH:11]1[C:10](=[O:21])[C@@:9]2([CH3:8])[C:15]([CH3:17])([CH3:16])[C@@H:12]1[CH2:13][CH2:14]2)=[O:19])=[O:28])([CH3:25])([CH3:23])[CH3:24]. The catalyst class is: 4. (2) Product: [OH:12][C:7]1[C:6]([CH3:13])=[C:5]([CH3:14])[C:4]2[O:3][C:2]([CH3:15])([CH3:1])[CH2:11][CH2:10][C:9]=2[C:8]=1[CH:26]=[O:27]. The catalyst class is: 15. Reactant: [CH3:1][C:2]1([CH3:15])[CH2:11][CH2:10][C:9]2[C:4](=[C:5]([CH3:14])[C:6]([CH3:13])=[C:7]([OH:12])[CH:8]=2)[O:3]1.C1N2CN3CN(C2)CN1C3.[C:26](O)(C(F)(F)F)=[O:27]. (3) Reactant: [Cl:1][C:2]1[CH:7]=[CH:6][C:5]([C:8]2([CH2:18][C:19]([OH:21])=O)[CH:15]3[CH2:16][CH:11]4[CH2:12][CH:13]([CH2:17][CH:9]2[CH2:10]4)[CH2:14]3)=[CH:4][CH:3]=1.[Cl-].[NH4+].O.O[N:26]1C2C=CC=CC=2N=N1.C(N(CC)C(C)C)(C)C.Cl.C(N=C=NCCCN(C)C)C.Cl. Product: [Cl:1][C:2]1[CH:7]=[CH:6][C:5]([C:8]2([CH2:18][C:19]([NH2:26])=[O:21])[CH:15]3[CH2:16][CH:11]4[CH2:12][CH:13]([CH2:17][CH:9]2[CH2:10]4)[CH2:14]3)=[CH:4][CH:3]=1. The catalyst class is: 42. (4) Reactant: [CH3:1][C:2]1([CH3:17])[CH2:11][C:10]([CH3:13])([CH3:12])[C:9]2[C:4](=[CH:5][CH:6]=[C:7]([C:14]([OH:16])=[O:15])[CH:8]=2)[O:3]1.[Br:18]Br. Product: [Br:18][C:5]1[CH:6]=[C:7]([C:14]([OH:16])=[O:15])[CH:8]=[C:9]2[C:4]=1[O:3][C:2]([CH3:17])([CH3:1])[CH2:11][C:10]2([CH3:12])[CH3:13]. The catalyst class is: 52. (5) Reactant: Br[C:2]1[CH:3]=[C:4]([C:14]([NH:16][CH2:17][C:18]2[C:19](=[O:26])[NH:20][C:21]([CH3:25])=[CH:22][C:23]=2[CH3:24])=[O:15])[C:5]2[CH:10]=[N:9][N:8]([CH:11]([CH3:13])[CH3:12])[C:6]=2[N:7]=1.[OH:27][CH2:28][C:29]1[CH:34]=[CH:33][C:32](B(O)O)=[CH:31][CH:30]=1.C([O-])([O-])=O.[Na+].[Na+].CCOC(C)=O. Product: [CH3:24][C:23]1[CH:22]=[C:21]([CH3:25])[NH:20][C:19](=[O:26])[C:18]=1[CH2:17][NH:16][C:14]([C:4]1[C:5]2[CH:10]=[N:9][N:8]([CH:11]([CH3:13])[CH3:12])[C:6]=2[N:7]=[C:2]([C:32]2[CH:33]=[CH:34][C:29]([CH2:28][OH:27])=[CH:30][CH:31]=2)[CH:3]=1)=[O:15]. The catalyst class is: 70. (6) Reactant: [C:1]([C:3]1[CH:19]=[CH:18][C:6]([CH2:7][N:8]2[CH:13]=[CH:12][C:11](=[O:14])[C:10]([C:15]([OH:17])=[O:16])=[CH:9]2)=[CH:5][CH:4]=1)#[N:2].[Br:20]Br. Product: [Br:20][C:12]1[C:11](=[O:14])[C:10]([C:15]([OH:17])=[O:16])=[CH:9][N:8]([CH2:7][C:6]2[CH:5]=[CH:4][C:3]([C:1]#[N:2])=[CH:19][CH:18]=2)[CH:13]=1. The catalyst class is: 15. (7) Reactant: [Cl:1][C:2]1[CH:3]=[CH:4][C:5]([O:26]C2CCCCO2)=[C:6]([C:8]2[CH:13]=[CH:12][C:11]([O:14][CH2:15][C:16]3[CH:25]=[CH:24][C:23]4[C:18](=[CH:19][CH:20]=[CH:21][CH:22]=4)[N:17]=3)=[CH:10][CH:9]=2)[CH:7]=1.C1(C)C=CC(S([O-])(=O)=O)=CC=1.[NH+]1C=CC=CC=1. Product: [Cl:1][C:2]1[CH:7]=[C:6]([C:8]2[CH:13]=[CH:12][C:11]([O:14][CH2:15][C:16]3[CH:25]=[CH:24][C:23]4[C:18](=[CH:19][CH:20]=[CH:21][CH:22]=4)[N:17]=3)=[CH:10][CH:9]=2)[C:5]([OH:26])=[CH:4][CH:3]=1. The catalyst class is: 5.